From a dataset of Reaction yield outcomes from USPTO patents with 853,638 reactions. Predict the reaction yield, written as a fraction of the theoretical maximum amount of product (1.0 means a 100% yield; for example, 0.34 means a 34% yield). The product is [CH:12]([C:13]1([CH2:26][O:27][CH3:28])[CH2:18][CH2:17][N:16]([C:19]([O:21][C:22]([CH3:23])([CH3:24])[CH3:25])=[O:20])[CH2:15][CH2:14]1)=[O:11]. The reactants are CS(C)=O.C(Cl)(=O)C(Cl)=O.[OH:11][CH2:12][C:13]1([CH2:26][O:27][CH3:28])[CH2:18][CH2:17][N:16]([C:19]([O:21][C:22]([CH3:25])([CH3:24])[CH3:23])=[O:20])[CH2:15][CH2:14]1.C(N(CC)CC)C.Cl. The catalyst is C(Cl)Cl. The yield is 0.840.